Dataset: Full USPTO retrosynthesis dataset with 1.9M reactions from patents (1976-2016). Task: Predict the reactants needed to synthesize the given product. (1) Given the product [Cl:40][C:36]1[CH:37]=[C:38]2[C:33](=[CH:34][CH:35]=1)[NH:32][C:31](=[O:41])[C:30]([C@@H:28]([NH:27][C:2]1[N:7]=[C:6]([C:8]3[N:12]4[CH:13]=[CH:14][CH:15]=[CH:16][C:11]4=[N:10][CH:9]=3)[CH:5]=[CH:4][N:3]=1)[CH3:29])=[CH:39]2, predict the reactants needed to synthesize it. The reactants are: Cl[C:2]1[N:7]=[C:6]([C:8]2[N:12]3[CH:13]=[CH:14][CH:15]=[CH:16][C:11]3=[N:10][CH:9]=2)[CH:5]=[CH:4][N:3]=1.N1C=CN2C=CC=CC=12.Cl.[NH2:27][C@H:28]([C:30]1[C:31](=[O:41])[NH:32][C:33]2[C:38]([CH:39]=1)=[CH:37][C:36]([Cl:40])=[CH:35][CH:34]=2)[CH3:29].CCN(C(C)C)C(C)C. (2) Given the product [CH2:39]([N:41]1[C:45]([NH:46][C:19]([N:16]2[CH2:15][CH2:14][C:12]3([CH2:13][CH:10]([C:6]4[CH:7]=[CH:8][CH:9]=[C:4]([O:3][C:2]([F:31])([F:1])[F:32])[CH:5]=4)[CH2:11]3)[CH2:18][CH2:17]2)=[O:20])=[N:44][N:43]=[N:42]1)[CH3:40], predict the reactants needed to synthesize it. The reactants are: [F:1][C:2]([F:32])([F:31])[O:3][C:4]1[CH:5]=[C:6]([CH:10]2[CH2:13][C:12]3([CH2:18][CH2:17][N:16]([C:19](OC4C=CC([N+]([O-])=O)=CC=4)=[O:20])[CH2:15][CH2:14]3)[CH2:11]2)[CH:7]=[CH:8][CH:9]=1.CC(N(C)C)=O.[CH2:39]([N:41]1[C:45]([NH2:46])=[N:44][N:43]=[N:42]1)[CH3:40]. (3) Given the product [F:1][C:2]1[CH:15]=[C:14]([F:16])[CH:13]=[CH:12][C:3]=1[O:4][C:5]1[CH:6]=[CH:7][C:8]([N:9]=[CH:23][C:19]2[CH:18]=[N:17][CH:22]=[CH:21][CH:20]=2)=[CH:10][CH:11]=1, predict the reactants needed to synthesize it. The reactants are: [F:1][C:2]1[CH:15]=[C:14]([F:16])[CH:13]=[CH:12][C:3]=1[O:4][C:5]1[CH:11]=[CH:10][C:8]([NH2:9])=[CH:7][CH:6]=1.[N:17]1[CH:22]=[CH:21][CH:20]=[C:19]([CH:23]=O)[CH:18]=1. (4) The reactants are: [NH2:1][C:2]1[C:7]([C:8]([C:10]2[CH:11]=[N:12][C:13](F)=[CH:14][CH:15]=2)=[O:9])=[CH:6][C:5]([Br:17])=[CH:4][N:3]=1.[CH3:18][O:19][CH2:20][CH2:21][NH2:22].C(N(CC)CC)C. Given the product [NH2:1][C:2]1[C:7]([C:8]([C:10]2[CH:11]=[N:12][C:13]([NH:22][CH2:21][CH2:20][O:19][CH3:18])=[CH:14][CH:15]=2)=[O:9])=[CH:6][C:5]([Br:17])=[CH:4][N:3]=1, predict the reactants needed to synthesize it. (5) Given the product [C:24]([C:28]1[CH:33]=[CH:32][C:31]([C:34]2[N:35]=[C:21]([C:17]3[CH:18]=[C:19]([CH3:20])[N:15]([CH2:14][C:11]4[CH:10]=[CH:9][C:8]([Cl:7])=[N:13][CH:12]=4)[CH:16]=3)[O:23][N:36]=2)=[CH:30][CH:29]=1)([CH3:27])([CH3:25])[CH3:26], predict the reactants needed to synthesize it. The reactants are: C(Cl)(=O)C(Cl)=O.[Cl:7][C:8]1[N:13]=[CH:12][C:11]([CH2:14][N:15]2[C:19]([CH3:20])=[CH:18][C:17]([C:21]([OH:23])=O)=[CH:16]2)=[CH:10][CH:9]=1.[C:24]([C:28]1[CH:33]=[CH:32][C:31]([C:34](=[N:36]O)[NH2:35])=[CH:30][CH:29]=1)([CH3:27])([CH3:26])[CH3:25].C(N(CC)CC)C.